The task is: Predict the reactants needed to synthesize the given product.. This data is from Full USPTO retrosynthesis dataset with 1.9M reactions from patents (1976-2016). (1) Given the product [C:5]([C:9]1[CH:14]=[C:13]([CH3:15])[C:12]([S:16]([F:17])=[O:3])=[C:11]([CH3:20])[CH:10]=1)([CH3:8])([CH3:7])[CH3:6], predict the reactants needed to synthesize it. The reactants are: C(O)(=[O:3])C.[C:5]([C:9]1[CH:14]=[C:13]([CH3:15])[C:12]([S:16](F)(F)[F:17])=[C:11]([CH3:20])[CH:10]=1)([CH3:8])([CH3:7])[CH3:6]. (2) The reactants are: [F:1][C:2]1[CH:7]=[CH:6][C:5]([C:8]2[C:39]3[C:34](=[CH:35][CH:36]=[CH:37][CH:38]=3)[O:33][C:10]3([CH2:15][CH2:14][N:13]([C:16]4[S:17][C:18]([N:21]5[CH:25]=[CH:24][N:23]([CH2:26][C:27]([O:29]CC)=[O:28])[C:22]5=[O:32])=[CH:19][N:20]=4)[CH2:12][CH2:11]3)[CH:9]=2)=[CH:4][CH:3]=1.BrC1SC(N2CCC3(C=C(C4C=CC(F)=CC=4)C4C(=CC=CC=4)O3)CC2)=NC=1.O=C1NC=CN1CC(OCC)=O.[O-]P([O-])([O-])=O.[K+].[K+].[K+].N#N.CNCCNC.[Al]. Given the product [F:1][C:2]1[CH:7]=[CH:6][C:5]([C:8]2[C:39]3[C:34](=[CH:35][CH:36]=[CH:37][CH:38]=3)[O:33][C:10]3([CH2:15][CH2:14][N:13]([C:16]4[S:17][C:18]([N:21]5[CH:25]=[CH:24][N:23]([CH2:26][C:27]([OH:29])=[O:28])[C:22]5=[O:32])=[CH:19][N:20]=4)[CH2:12][CH2:11]3)[CH:9]=2)=[CH:4][CH:3]=1, predict the reactants needed to synthesize it. (3) The reactants are: [NH2:1][NH:2][C:3]([C:5]1[CH:10]=[N:9][CH:8]=[CH:7][N:6]=1)=[NH:4].[F:11][C:12]1[CH:13]=[CH:14][C:15]([OH:20])=[C:16]([CH:19]=1)[CH:17]=O. Given the product [F:11][C:12]1[CH:13]=[CH:14][C:15]([OH:20])=[C:16]([C:17]2[NH:1][N:2]=[C:3]([C:5]3[CH:10]=[N:9][CH:8]=[CH:7][N:6]=3)[N:4]=2)[CH:19]=1, predict the reactants needed to synthesize it. (4) Given the product [C:1]([O:5][C:6](=[O:17])[NH:7][CH2:8][C:9]1[CH:10]=[CH:11][C:12]([CH:15]=[O:16])=[CH:13][CH:14]=1)([CH3:4])([CH3:2])[CH3:3], predict the reactants needed to synthesize it. The reactants are: [C:1]([O:5][C:6](=[O:17])[NH:7][CH2:8][C:9]1[CH:14]=[CH:13][C:12]([CH2:15][OH:16])=[CH:11][CH:10]=1)([CH3:4])([CH3:3])[CH3:2].C1C=C[NH+]=CC=1.[O-][Cr](Cl)(=O)=O.C([O-])(=O)C.[Na+].